Dataset: Full USPTO retrosynthesis dataset with 1.9M reactions from patents (1976-2016). Task: Predict the reactants needed to synthesize the given product. (1) Given the product [F:1][C:2]1[CH:3]=[C:4]([C:10]2[CH:15]=[CH:14][C:13]([CH:16]([OH:18])[CH3:17])=[CH:12][CH:11]=2)[C:5]([O:8][CH3:9])=[N:6][CH:7]=1, predict the reactants needed to synthesize it. The reactants are: [F:1][C:2]1[CH:3]=[C:4]([C:10]2[CH:15]=[CH:14][C:13]([C:16](=[O:18])[CH3:17])=[CH:12][CH:11]=2)[C:5]([O:8][CH3:9])=[N:6][CH:7]=1.[BH4-].[Na+]. (2) Given the product [CH3:2][N:3]1[C:12]2[C:7](=[CH:8][CH:9]=[CH:10][C:11]=2[NH2:13])[CH2:6][CH2:5][CH2:4]1, predict the reactants needed to synthesize it. The reactants are: Cl.[CH3:2][N:3]1[C:12]2[C:7](=[CH:8][CH:9]=[CH:10][C:11]=2[NH:13]C(OC(C)(C)C)=O)[CH2:6][CH2:5][CH2:4]1. (3) Given the product [I-:14].[CH2:12]([N+:7]1([CH:1]2[CH2:6][CH2:5][CH2:4][CH2:3][CH2:2]2)[CH2:11][CH2:10][CH2:9][CH2:8]1)[CH3:13], predict the reactants needed to synthesize it. The reactants are: [CH:1]1([N:7]2[CH2:11][CH2:10][CH2:9][CH2:8]2)[CH2:6][CH2:5][CH2:4][CH2:3][CH2:2]1.[CH2:12]([I:14])[CH3:13]. (4) Given the product [O:33]1[C:38]2[CH:39]=[CH:40][C:41]([CH2:18][NH:19][C@H:20]3[CH2:21][CH2:22][C@H:23]([C:26]([C:10]4[S:11][C:7]5[C:6]([CH3:12])=[CH:5][CH:4]=[C:3]([O:2][CH3:1])[C:8]=5[N:9]=4)=[O:31])[CH2:24][CH2:25]3)=[CH:42][C:37]=2[O:36][CH2:35][CH2:34]1, predict the reactants needed to synthesize it. The reactants are: [CH3:1][O:2][C:3]1[C:8]2[N:9]=[CH:10][S:11][C:7]=2[C:6]([CH3:12])=[CH:5][CH:4]=1.C(O[C:18](=O)[NH:19][C@H:20]1[CH2:25][CH2:24][C@H:23]([C:26](=[O:31])N(OC)C)[CH2:22][CH2:21]1)(C)(C)C.[O:33]1[C:38]2[CH:39]=[CH:40][C:41](C=O)=[CH:42][C:37]=2[O:36][CH2:35][CH2:34]1. (5) Given the product [F:22][C:23]([F:34])([F:33])[C:24]([NH:21][C:19]1[N:11]=[C:12]2[CH:17]=[N:16][CH:15]=[CH:14][N:13]2[CH:18]=1)=[O:25], predict the reactants needed to synthesize it. The reactants are: CC1C=CC(S(/[N:11]=[C:12]2/[N:13]([CH2:18][C:19]([NH2:21])=O)[CH:14]=[CH:15][N:16]=[CH:17]/2)(=O)=O)=CC=1.[F:22][C:23]([F:34])([F:33])[C:24](O[C:24](=[O:25])[C:23]([F:34])([F:33])[F:22])=[O:25]. (6) Given the product [CH3:18][S:19]([NH:2][C:3]1[C:11]2[C:6](=[CH:7][CH:8]=[CH:9][CH:10]=2)[N:5]([CH2:12][C:13]([O:15][CH2:16][CH3:17])=[O:14])[CH:4]=1)(=[O:21])=[O:20], predict the reactants needed to synthesize it. The reactants are: Cl.[NH2:2][C:3]1[C:11]2[C:6](=[CH:7][CH:8]=[CH:9][CH:10]=2)[N:5]([CH2:12][C:13]([O:15][CH2:16][CH3:17])=[O:14])[CH:4]=1.[CH3:18][S:19](Cl)(=[O:21])=[O:20].N1C=CC=CC=1. (7) Given the product [N:11]1([CH2:15][C:16]2[NH:27][C:26]3[C:28]4[C:22]([C:23](=[O:29])[NH:24][N:25]=3)=[CH:21][CH:20]=[CH:19][C:18]=4[N:17]=2)[CH2:12][CH2:13][CH2:14][NH:8][CH2:9][CH2:10]1, predict the reactants needed to synthesize it. The reactants are: C(OC([N:8]1[CH2:14][CH2:13][CH2:12][N:11]([CH2:15][C:16]2[NH:27][C:26]3[C:28]4[C:22]([C:23](=[O:29])[NH:24][N:25]=3)=[CH:21][CH:20]=[CH:19][C:18]=4[N:17]=2)[CH2:10][CH2:9]1)=O)(C)(C)C.C(O)(C(F)(F)F)=O. (8) Given the product [CH2:1]([C:15]1([C:20]([OH:22])=[O:21])[CH2:19][CH2:18][CH2:17][CH2:16]1)[CH3:2], predict the reactants needed to synthesize it. The reactants are: [CH:1](N(C(C)C)CC)(C)[CH3:2].[Li]CCCC.[CH:15]1([C:20]([OH:22])=[O:21])[CH2:19][CH2:18][CH2:17][CH2:16]1.ICC.